From a dataset of Forward reaction prediction with 1.9M reactions from USPTO patents (1976-2016). Predict the product of the given reaction. Given the reactants [Cl:1][C:2]1[CH:10]=[C:9]2[C:5]([C:6]([C:11]([N:13]3[CH2:18][CH2:17][C:16]4([C:22]5[CH:23]=[CH:24][CH:25]=[CH:26][C:21]=5[CH2:20][O:19]4)[CH2:15][CH2:14]3)=[O:12])=[CH:7][NH:8]2)=[CH:4][CH:3]=1.Br[CH2:28][CH2:29][CH:30]1[CH2:35][CH2:34][O:33][CH2:32][CH2:31]1, predict the reaction product. The product is: [Cl:1][C:2]1[CH:10]=[C:9]2[C:5]([C:6]([C:11]([N:13]3[CH2:18][CH2:17][C:16]4([C:22]5[CH:23]=[CH:24][CH:25]=[CH:26][C:21]=5[CH2:20][O:19]4)[CH2:15][CH2:14]3)=[O:12])=[CH:7][N:8]2[CH2:28][CH2:29][CH:30]2[CH2:35][CH2:34][O:33][CH2:32][CH2:31]2)=[CH:4][CH:3]=1.